This data is from Forward reaction prediction with 1.9M reactions from USPTO patents (1976-2016). The task is: Predict the product of the given reaction. (1) Given the reactants [CH3:1][C:2]1[CH:7]=[CH:6][C:5]([OH:8])=[CH:4][C:3]=1[O:9][CH3:10].C(#N)C.F[C:15]1[CH:20]=[CH:19][C:18]([N+:21]([O-:23])=[O:22])=[CH:17][CH:16]=1, predict the reaction product. The product is: [CH3:1][C:2]1[CH:7]=[CH:6][C:5]([O:8][C:15]2[CH:20]=[CH:19][C:18]([N+:21]([O-:23])=[O:22])=[CH:17][CH:16]=2)=[CH:4][C:3]=1[O:9][CH3:10]. (2) Given the reactants [Cl:1][C:2]1[C:3]([CH2:31]OS(C)(=O)=O)=[C:4]([C:27]([F:30])([F:29])[F:28])[CH:5]=[C:6]2[C:11]=1[NH:10][C:9](=[O:12])[N:8]([CH2:13][C:14]1[CH:19]=[C:18]([Cl:20])[CH:17]=[CH:16][C:15]=1[S:21]([CH2:24][CH3:25])(=[O:23])=[O:22])[C:7]2=[O:26].[C:37]([O:41][C:42](=[O:50])[NH:43][CH:44]1[CH2:49][CH2:48][NH:47][CH2:46][CH2:45]1)([CH3:40])([CH3:39])[CH3:38], predict the reaction product. The product is: [C:37]([O:41][C:42](=[O:50])[NH:43][CH:44]1[CH2:49][CH2:48][N:47]([CH2:31][C:3]2[C:2]([Cl:1])=[C:11]3[C:6]([C:7](=[O:26])[N:8]([CH2:13][C:14]4[CH:19]=[C:18]([Cl:20])[CH:17]=[CH:16][C:15]=4[S:21]([CH2:24][CH3:25])(=[O:22])=[O:23])[C:9](=[O:12])[NH:10]3)=[CH:5][C:4]=2[C:27]([F:29])([F:30])[F:28])[CH2:46][CH2:45]1)([CH3:40])([CH3:38])[CH3:39]. (3) Given the reactants [C@H:1]1([NH:10][C:11]2[C:12]3[CH:19]=[CH:18][N:17]([C@H:20]4[CH2:36][C@@H:23]5[O:24]C(C6C=CC(OC)=CC=6)[O:26][CH2:27][C@@H:22]5[CH2:21]4)[C:13]=3[N:14]=[CH:15][N:16]=2)[C:9]2[C:4](=[CH:5][CH:6]=[CH:7][CH:8]=2)[CH2:3][CH2:2]1.CC(O)=O.C1COCC1, predict the reaction product. The product is: [C@H:1]1([NH:10][C:11]2[C:12]3[CH:19]=[CH:18][N:17]([C@H:20]4[CH2:36][C@H:23]([OH:24])[C@H:22]([CH2:27][OH:26])[CH2:21]4)[C:13]=3[N:14]=[CH:15][N:16]=2)[C:9]2[C:4](=[CH:5][CH:6]=[CH:7][CH:8]=2)[CH2:3][CH2:2]1. (4) The product is: [N:1]1[N:2]2[CH:9]=[C:8]([C:17]([OH:19])=[O:18])[CH:7]=[C:3]2[CH:4]=[CH:5][CH:6]=1. Given the reactants [N:1]1[N:2]2[C:9](C(OC(C)(C)C)=O)=[C:8]([C:17]([O:19]C)=[O:18])[C:7](C(OC)=O)=[C:3]2[CH:4]=[CH:5][CH:6]=1.[OH-].[K+].Cl, predict the reaction product. (5) Given the reactants [Br:1][C:2]1[CH:3]=[C:4]([F:9])[C:5]([Cl:8])=[N:6][CH:7]=1.[Li+].CC([N-]C(C)C)C.[C:18]([O:22][C:23](O[C:23]([O:22][C:18]([CH3:21])([CH3:20])[CH3:19])=[O:24])=[O:24])([CH3:21])([CH3:20])[CH3:19], predict the reaction product. The product is: [C:18]([O:22][C:23](=[O:24])[C:3]1[C:2]([Br:1])=[CH:7][N:6]=[C:5]([Cl:8])[C:4]=1[F:9])([CH3:21])([CH3:20])[CH3:19].